This data is from Catalyst prediction with 721,799 reactions and 888 catalyst types from USPTO. The task is: Predict which catalyst facilitates the given reaction. (1) Reactant: C(OP([O-])(OCC)=O)C.[C:10]([IH+:14]([C:21]([CH3:24])([CH3:23])[CH3:22])[C:15]1[CH:20]=[CH:19][CH:18]=[CH:17][CH:16]=1)([CH3:13])([CH3:12])[CH3:11].[F:25][C:26]1[C:31]([F:32])=[C:30]([F:33])[C:29]([F:34])=[C:28]([F:35])[C:27]=1[S:36]([OH:39])(=[O:38])=[O:37].N. Product: [F:35][C:28]1[C:29]([F:34])=[C:30]([F:33])[C:31]([F:32])=[C:26]([F:25])[C:27]=1[S:36]([O-:39])(=[O:38])=[O:37].[C:21]([IH+:14]([C:10]([CH3:13])([CH3:12])[CH3:11])[C:15]1[CH:20]=[CH:19][CH:18]=[CH:17][CH:16]=1)([CH3:24])([CH3:23])[CH3:22]. The catalyst class is: 2. (2) Reactant: [CH3:1][O:2][CH2:3][CH2:4][N:5]1[CH2:9][C@@H:8]([C:10]2[CH:15]=[CH:14][CH:13]=[CH:12][CH:11]=2)[C@H:7]([NH:16][C:17](=[O:28])OC2C=CC([N+]([O-])=O)=CC=2)[CH2:6]1.[CH3:29][N:30]1[C:34]([NH2:35])=[CH:33][CH:32]=[N:31]1.CCN(C(C)C)C(C)C. Product: [CH3:1][O:2][CH2:3][CH2:4][N:5]1[CH2:9][C@@H:8]([C:10]2[CH:11]=[CH:12][CH:13]=[CH:14][CH:15]=2)[C@H:7]([NH:16][C:17]([NH:35][C:34]2[N:30]([CH3:29])[N:31]=[CH:32][CH:33]=2)=[O:28])[CH2:6]1. The catalyst class is: 279. (3) Reactant: [N:1]#[C:2]Br.[CH:4]1([N:10]2[C:14]([C:15]3[CH:20]=[CH:19][C:18]([NH2:21])=[C:17]([NH:22][CH2:23][CH:24]([CH3:26])[CH3:25])[CH:16]=3)=[C:13]([C:27]3[CH:32]=[CH:31][CH:30]=[CH:29][CH:28]=3)[N:12]=[CH:11]2)[CH2:9][CH2:8][CH2:7][CH2:6][CH2:5]1. Product: [CH2:23]([N:22]1[C:17]2[CH:16]=[C:15]([C:14]3[N:10]([CH:4]4[CH2:9][CH2:8][CH2:7][CH2:6][CH2:5]4)[CH:11]=[N:12][C:13]=3[C:27]3[CH:32]=[CH:31][CH:30]=[CH:29][CH:28]=3)[CH:20]=[CH:19][C:18]=2[N:21]=[C:2]1[NH2:1])[CH:24]([CH3:26])[CH3:25]. The catalyst class is: 8. (4) Reactant: [CH:1]1([CH:7]([C:9]2[CH:13]=[C:12]([C:14]3[CH:19]=[CH:18][C:17]([C:20]([F:23])([F:22])[F:21])=[CH:16][CH:15]=3)[S:11][C:10]=2[CH2:24][CH3:25])O)[CH2:6][CH2:5][CH2:4][CH2:3][CH2:2]1.S(Cl)([Cl:28])=O.C(=O)([O-])O.[Na+]. The catalyst class is: 11. Product: [Cl:28][CH:7]([CH:1]1[CH2:6][CH2:5][CH2:4][CH2:3][CH2:2]1)[C:9]1[CH:13]=[C:12]([C:14]2[CH:19]=[CH:18][C:17]([C:20]([F:23])([F:22])[F:21])=[CH:16][CH:15]=2)[S:11][C:10]=1[CH2:24][CH3:25].